From a dataset of Catalyst prediction with 721,799 reactions and 888 catalyst types from USPTO. Predict which catalyst facilitates the given reaction. (1) Reactant: [CH2:1]([NH:8][C:9]([C@@H:11]1[CH2:15][C@H:14]([NH:16][C:17](=[O:66])[C:18]2[CH:23]=[CH:22][C:21]([C:24]([N:26]3[C:32]4[CH:33]=[CH:34][CH:35]=[CH:36][C:31]=4[N:30]([CH2:37][C:38]4[C:47]5[C:42](=[CH:43][C:44]([Br:48])=[CH:45][CH:46]=5)[CH:41]=[CH:40][C:39]=4[O:49][CH3:50])[C:29](=[O:51])[C@@H:28]([NH:52][C:53](=[O:65])[C@@H:54]([N:56](C(OC(C)(C)C)=O)[CH3:57])[CH3:55])[CH2:27]3)=[O:25])=[CH:20][CH:19]=2)[CH2:13][N:12]1[C:67](=[O:89])[C@@H:68]([NH:75][C:76](=[O:88])[C@@H:77]([N:79](C)[C:80](=O)OC(C)(C)C)[CH3:78])[CH:69]1[CH2:74][CH2:73][CH2:72][CH2:71][CH2:70]1)=[O:10])[C:2]1[CH:7]=[CH:6][CH:5]=[CH:4][CH:3]=1.C([Cl:93])(=O)C. Product: [ClH:93].[ClH:93].[CH2:1]([NH:8][C:9]([C@@H:11]1[CH2:15][C@H:14]([NH:16][C:17](=[O:66])[C:18]2[CH:23]=[CH:22][C:21]([C:24]([N:26]3[C:32]4[CH:33]=[CH:34][CH:35]=[CH:36][C:31]=4[N:30]([CH2:37][C:38]4[C:47]5[C:42](=[CH:43][C:44]([Br:48])=[CH:45][CH:46]=5)[CH:41]=[CH:40][C:39]=4[O:49][CH3:50])[C:29](=[O:51])[C@@H:28]([NH:52][C:53](=[O:65])[C@@H:54]([NH:56][CH3:57])[CH3:55])[CH2:27]3)=[O:25])=[CH:20][CH:19]=2)[CH2:13][N:12]1[C:67](=[O:89])[C@H:68]([CH:69]1[CH2:70][CH2:71][CH2:72][CH2:73][CH2:74]1)[NH:75][C:76](=[O:88])[C@@H:77]([NH:79][CH3:80])[CH3:78])=[O:10])[C:2]1[CH:7]=[CH:6][CH:5]=[CH:4][CH:3]=1. The catalyst class is: 5. (2) Reactant: F[C:2]1[CH:3]=[CH:4][C:5]([N+:12]([O-:14])=[O:13])=[C:6]([CH:11]=1)[C:7]([O:9][CH3:10])=[O:8].S([O:19][C:20]1[CH:25]=[CH:24][C:23]([NH2:26])=[CH:22][CH:21]=1)(O)(=O)=O.C([O-])([O-])=O.[K+].[K+].C1OCCOCCOCCOCCOCCOC1. Product: [NH2:26][C:23]1[CH:24]=[CH:25][C:20]([O:19][C:2]2[CH:3]=[CH:4][C:5]([N+:12]([O-:14])=[O:13])=[C:6]([CH:11]=2)[C:7]([O:9][CH3:10])=[O:8])=[CH:21][CH:22]=1. The catalyst class is: 3. (3) Reactant: [CH:1]1[C:10]2[C:5](=[CH:6][CH:7]=[CH:8][CH:9]=2)[CH2:4][CH2:3][N:2]=1.B(F)(F)F.CCOCC.[Li]CCCC.CCCCCC.Br[C:32]1[CH:33]=[C:34]([CH:37]2[O:41][CH2:40][CH2:39][O:38]2)[S:35][CH:36]=1.S1C=CC=C1. Product: [O:38]1[CH2:39][CH2:40][O:41][CH:37]1[C:34]1[S:35][CH:36]=[C:32]([CH:1]2[C:10]3[C:5](=[CH:6][CH:7]=[CH:8][CH:9]=3)[CH2:4][CH2:3][NH:2]2)[CH:33]=1. The catalyst class is: 1. (4) Reactant: N(C(OC(C)(C)C)=O)=NC(OC(C)(C)C)=O.[OH:17][CH2:18][CH2:19][C@@H:20]1[CH2:26][C@H:25]2[C@H:23]([CH2:24]2)[CH2:22][N:21]1[C:27]([O:29][C:30]([CH3:33])([CH3:32])[CH3:31])=[O:28].[F:34][C:35]1[CH:36]=[CH:37][C:38](O)=[N:39][CH:40]=1. Product: [F:34][C:35]1[CH:36]=[CH:37][C:38]([O:17][CH2:18][CH2:19][C@@H:20]2[CH2:26][C@H:25]3[C@H:23]([CH2:24]3)[CH2:22][N:21]2[C:27]([O:29][C:30]([CH3:33])([CH3:32])[CH3:31])=[O:28])=[N:39][CH:40]=1. The catalyst class is: 1. (5) Reactant: C(=O)([O-])[O-].[K+].[K+].I[CH2:8][CH3:9].[Br:10][C:11]1[CH:18]=[CH:17][C:16]([OH:19])=[CH:15][C:12]=1[CH:13]=[O:14].O. Product: [Br:10][C:11]1[CH:18]=[CH:17][C:16]([O:19][CH2:8][CH3:9])=[CH:15][C:12]=1[CH:13]=[O:14]. The catalyst class is: 3. (6) Reactant: [F:1][C:2]([F:9])([F:8])[C:3]([O:5]CC)=O.C[O-].[Na+].[C:13]([CH:17]1[CH2:22][CH2:21][C:20](=[O:23])[CH2:19][CH2:18]1)([CH3:16])([CH3:15])[CH3:14].O. Product: [C:13]([CH:17]1[CH2:18][CH2:19][C:20](=[O:23])[CH:21]([C:3](=[O:5])[C:2]([F:1])([F:8])[F:9])[CH2:22]1)([CH3:16])([CH3:14])[CH3:15]. The catalyst class is: 27. (7) Reactant: [Cl:1][C:2]1[CH:7]=[CH:6][C:5]([CH2:8][C:9](OCC)=O)=[C:4]([N+:14]([O-])=O)[C:3]=1C.[K].[C:19](=O)([O-])O.[Na+].[C:24]([O:27][CH2:28][CH3:29])(=[O:26])C. Product: [Cl:1][C:2]1[CH:3]=[C:4]2[C:5]([CH:8]=[C:9]([C:24]([O:27][CH2:28][CH3:29])=[O:26])[NH:14]2)=[CH:6][C:7]=1[CH3:19]. The catalyst class is: 180. (8) Reactant: Br[C:2]1[CH:32]=[C:31]([F:33])[C:5]([CH2:6][N:7]2[C:15]3[C:10](=[CH:11][CH:12]=[CH:13][CH:14]=3)[C:9]([C:16]3[N:21]=[C:20]([NH:22][C:23]4[CH:28]=[CH:27][N:26]=[CH:25][CH:24]=4)[C:19]([O:29][CH3:30])=[CH:18][N:17]=3)=[N:8]2)=[C:4]([F:34])[CH:3]=1.[CH:35]1(B(O)O)[CH2:37][CH2:36]1.C1(P(C2CCCCC2)C2CCCCC2)CCCCC1.P([O-])([O-])([O-])=O.[K+].[K+].[K+]. Product: [CH:35]1([C:2]2[CH:32]=[C:31]([F:33])[C:5]([CH2:6][N:7]3[C:15]4[C:10](=[CH:11][CH:12]=[CH:13][CH:14]=4)[C:9]([C:16]4[N:21]=[C:20]([NH:22][C:23]5[CH:24]=[CH:25][N:26]=[CH:27][CH:28]=5)[C:19]([O:29][CH3:30])=[CH:18][N:17]=4)=[N:8]3)=[C:4]([F:34])[CH:3]=2)[CH2:37][CH2:36]1. The catalyst class is: 493. (9) Reactant: [F:1][CH:2]([F:23])[O:3][C:4]1[C:5]([OH:22])=[C:6]([C:12]2[CH:20]=[CH:19][CH:18]=[C:17]3[C:13]=2[CH2:14][CH2:15][C:16]3=[O:21])[CH:7]=[CH:8][C:9]=1[O:10][CH3:11].C(=O)([O-])[O-].[K+].[K+].Br[CH2:31][C:32]1[CH:37]=[CH:36][C:35]([S:38]([CH3:41])(=[O:40])=[O:39])=[CH:34][CH:33]=1. Product: [F:1][CH:2]([F:23])[O:3][C:4]1[C:5]([O:22][CH2:31][C:32]2[CH:33]=[CH:34][C:35]([S:38]([CH3:41])(=[O:40])=[O:39])=[CH:36][CH:37]=2)=[C:6]([C:12]2[CH:20]=[CH:19][CH:18]=[C:17]3[C:13]=2[CH2:14][CH2:15][C:16]3=[O:21])[CH:7]=[CH:8][C:9]=1[O:10][CH3:11]. The catalyst class is: 10. (10) Reactant: [Cl:1][C:2]1[CH:3]=[CH:4][C:5]([O:21][CH3:22])=[C:6]([NH:8][S:9]([C:12]2[CH:20]=[CH:19][C:15]([C:16]([OH:18])=O)=[CH:14][CH:13]=2)(=[O:11])=[O:10])[CH:7]=1.[N:23]1[CH:24]=[CH:25][N:26]2[CH:31]=[CH:30][C:29](CN)=[CH:28][C:27]=12.F[P-](F)(F)(F)(F)F.[N:41]1(O[P+](N2CCCC2)(N2CCCC2)N2CCCC2)[C:45]2C=CC=CC=2N=N1.C(N(C(C)C)CC)(C)C. Product: [Cl:1][C:2]1[CH:3]=[CH:4][C:5]([O:21][CH3:22])=[C:6]([NH:8][S:9]([C:12]2[CH:13]=[CH:14][C:15]([C:16]([NH:41][CH2:45][C:30]3[CH:29]=[CH:28][C:27]4[N:26]([CH:25]=[CH:24][N:23]=4)[CH:31]=3)=[O:18])=[CH:19][CH:20]=2)(=[O:10])=[O:11])[CH:7]=1. The catalyst class is: 3.